Predict the reaction yield, written as a fraction of the theoretical maximum amount of product (1.0 means a 100% yield; for example, 0.34 means a 34% yield). From a dataset of Reaction yield outcomes from USPTO patents with 853,638 reactions. (1) The reactants are Cl[C:2]1[C:11]2[C:6](=[C:7]([O:14][CH3:15])[C:8]([O:12][CH3:13])=[CH:9][CH:10]=2)[N:5]=[CH:4][N:3]=1.[CH3:16][CH:17]1[C:21]([CH3:23])([NH2:22])[CH2:20][CH2:19][O:18]1.C([O-])(O)=O.[Na+]. The catalyst is CS(C)=O. The product is [CH3:16][CH:17]1[C:21]([NH:22][C:2]2[C:11]3[C:6](=[C:7]([O:14][CH3:15])[C:8]([O:12][CH3:13])=[CH:9][CH:10]=3)[N:5]=[CH:4][N:3]=2)([CH3:23])[CH2:20][CH2:19][O:18]1. The yield is 0.430. (2) The reactants are [OH-].[Na+].[CH3:3][C:4]1[N:5]([CH:17]([CH3:25])[C:18](=[O:24])[N:19]2[CH2:23][CH2:22][CH2:21][CH2:20]2)[C:6]2[C:11]([C:12]=1[C:13]([O:15]C)=[O:14])=[CH:10][CH:9]=[CH:8][CH:7]=2. The catalyst is O1CCCC1.C1(C)CCC(C(C)C)C(O)C1.O. The product is [CH3:3][C:4]1[N:5]([CH:17]([CH3:25])[C:18](=[O:24])[N:19]2[CH2:23][CH2:22][CH2:21][CH2:20]2)[C:6]2[C:11]([C:12]=1[C:13]([OH:15])=[O:14])=[CH:10][CH:9]=[CH:8][CH:7]=2. The yield is 0.920.